From a dataset of Reaction yield outcomes from USPTO patents with 853,638 reactions. Predict the reaction yield, written as a fraction of the theoretical maximum amount of product (1.0 means a 100% yield; for example, 0.34 means a 34% yield). (1) The reactants are [CH2:1]([O:3][C:4](=[O:26])[C:5]1[CH:10]=[CH:9][C:8]([C:11]#[C:12][C:13]2[CH:22]=[CH:21][C:20]3[C:19](=O)[CH2:18][CH2:17][C:16]([CH3:25])([CH3:24])[C:15]=3[CH:14]=2)=[CH:7][CH:6]=1)[CH3:2].[CH:27]1([NH2:30])[CH2:29][CH2:28]1.C(O)(=O)C.C([BH3-])#N.[Na+]. The catalyst is ClCCl.C(#N)C.O.C(=O)([O-])[O-].[Na+].[Na+]. The product is [CH2:1]([O:3][C:4](=[O:26])[C:5]1[CH:6]=[CH:7][C:8]([C:11]#[C:12][C:13]2[CH:22]=[CH:21][C:20]3[CH:19]([NH:30][CH:27]4[CH2:29][CH2:28]4)[CH2:18][CH2:17][C:16]([CH3:25])([CH3:24])[C:15]=3[CH:14]=2)=[CH:9][CH:10]=1)[CH3:2]. The yield is 0.620. (2) The reactants are I([O-])(=O)(=O)=[O:2].[Na+].[Cl:7][C:8]1[N:13]=[C:12]([N:14]2[CH2:19][CH2:18][O:17][CH2:16][C@H:15]2[CH3:20])[CH:11]=[C:10]([CH2:21][S:22][CH3:23])[N:9]=1. The catalyst is O.CCOC(C)=O.CO.C(Cl)Cl. The product is [Cl:7][C:8]1[N:13]=[C:12]([N:14]2[CH2:19][CH2:18][O:17][CH2:16][C@H:15]2[CH3:20])[CH:11]=[C:10]([CH2:21][S:22]([CH3:23])=[O:2])[N:9]=1. The yield is 0.700. (3) The reactants are [C:1]([NH:4][NH2:5])([NH2:3])=[NH:2].Cl.[OH-].[Na+].[CH3:9][CH:10]([CH3:18])[CH2:11][C:12](=O)[CH2:13][C:14](=O)[CH3:15]. The catalyst is O. The yield is 0.0400. The product is [CH2:11]([C:12]1[CH:13]=[C:14]([CH3:15])[N:3]=[C:1]([N:4]2[C:14]([CH3:15])=[CH:13][C:12]([CH2:11][CH:10]([CH3:18])[CH3:9])=[N:5]2)[N:2]=1)[CH:10]([CH3:18])[CH3:9].[CH2:11]([C:12]1[CH:13]=[C:14]([CH3:15])[N:3]=[C:1]([N:4]2[C:12]([CH2:11][CH:10]([CH3:18])[CH3:9])=[CH:13][C:14]([CH3:15])=[N:5]2)[N:2]=1)[CH:10]([CH3:18])[CH3:9].